From a dataset of Forward reaction prediction with 1.9M reactions from USPTO patents (1976-2016). Predict the product of the given reaction. (1) Given the reactants [CH3:1][O:2][C:3]1[C:8]2[NH:9][C:10](=[O:12])[S:11][C:7]=2[CH:6]=[CH:5][CH:4]=1.[C:13](Cl)(=[O:15])[CH3:14].[Cl-].[Al+3].[Cl-].[Cl-], predict the reaction product. The product is: [C:13]([C:6]1[C:7]2[S:11][C:10](=[O:12])[NH:9][C:8]=2[C:3]([O:2][CH3:1])=[CH:4][CH:5]=1)(=[O:15])[CH3:14]. (2) Given the reactants FC1C=C2C(C(I)=CN2S(C2C=CC=CC=2)(=O)=O)=CC=1.C1(S([N:30]2[C:38]3[C:33](=[CH:34][CH:35]=[C:36]([F:39])[CH:37]=3)[C:32]([C:40]3[CH:41]=[CH:42][C:43]4[N:47]=[C:46]([CH2:48][CH2:49][NH:50][S:51]([CH3:54])(=[O:53])=[O:52])[NH:45][C:44]=4[CH:55]=3)=[CH:31]2)(=O)=O)C=CC=CC=1, predict the reaction product. The product is: [F:39][C:36]1[CH:37]=[C:38]2[C:33]([C:32]([C:40]3[CH:41]=[CH:42][C:43]4[N:47]=[C:46]([CH2:48][CH2:49][NH:50][S:51]([CH3:54])(=[O:53])=[O:52])[NH:45][C:44]=4[CH:55]=3)=[CH:31][NH:30]2)=[CH:34][CH:35]=1. (3) Given the reactants C[O:2][C:3]1[CH:4]=[N:5][C:6]([NH:9][C:10](=[O:16])[CH2:11][CH2:12][CH2:13][CH2:14][CH3:15])=[N:7][CH:8]=1.[Cl-].[Al+3].[Cl-].[Cl-].[OH-].[Na+].CO, predict the reaction product. The product is: [OH:2][C:3]1[CH:4]=[N:5][C:6]([NH:9][C:10](=[O:16])[CH2:11][CH2:12][CH2:13][CH2:14][CH3:15])=[N:7][CH:8]=1. (4) Given the reactants [Cl:1][C:2]1[CH:3]=[N:4][C:5]2[N:6]([N:8]=[C:9]([C:11]([OH:13])=O)[CH:10]=2)[CH:7]=1.[F:14][C:15]1[CH:24]=[C:23]2[C:18]([CH2:19][CH2:20][NH:21][CH:22]2[CH2:25][CH3:26])=[CH:17][CH:16]=1, predict the reaction product. The product is: [Cl:1][C:2]1[CH:3]=[N:4][C:5]2[N:6]([N:8]=[C:9]([C:11]([N:21]3[CH2:20][CH2:19][C:18]4[C:23](=[CH:24][C:15]([F:14])=[CH:16][CH:17]=4)[CH:22]3[CH2:25][CH3:26])=[O:13])[CH:10]=2)[CH:7]=1. (5) Given the reactants Br[C:2]1[CH:3]=[CH:4][C:5]2[N:9]=[CH:8][N:7]([C:10]3[CH:15]=[CH:14][N:13]=[C:12]([NH2:16])[N:11]=3)[C:6]=2[CH:17]=1.[Cl-].[NH4+].[CH3:20][N:21](C=O)C, predict the reaction product. The product is: [NH2:16][C:12]1[N:11]=[C:10]([N:7]2[C:6]3[CH:17]=[C:2]([C:20]#[N:21])[CH:3]=[CH:4][C:5]=3[N:9]=[CH:8]2)[CH:15]=[CH:14][N:13]=1. (6) Given the reactants CC(C)([O-])C.[K+].[C:7]([C:9]1[C:10]([CH2:25][C:26]2[CH:35]=[CH:34][C:33]3[C:28](=[CH:29][CH:30]=[CH:31][CH:32]=3)[CH:27]=2)=[C:11]([C:20]([O:22][CH2:23][CH3:24])=[O:21])[S:12][C:13]=1[N:14]1[CH2:19][CH2:18][O:17][CH2:16][CH2:15]1)#[N:8].Br[CH2:37][N:38]1[C:42](=[O:43])[C:41]2=[CH:44][CH:45]=[CH:46][CH:47]=[C:40]2[C:39]1=[O:48].C(O)(=O)C, predict the reaction product. The product is: [C:7]([C:9]1[C:10]([CH:25]([C:26]2[CH:35]=[CH:34][C:33]3[C:28](=[CH:29][CH:30]=[CH:31][CH:32]=3)[CH:27]=2)[CH2:37][N:38]2[C:42](=[O:43])[C:41]3[C:40](=[CH:47][CH:46]=[CH:45][CH:44]=3)[C:39]2=[O:48])=[C:11]([C:20]([O:22][CH2:23][CH3:24])=[O:21])[S:12][C:13]=1[N:14]1[CH2:19][CH2:18][O:17][CH2:16][CH2:15]1)#[N:8]. (7) Given the reactants Br[C:2]1[CH:10]=[C:9]2[C:5]([C:6]([CH3:14])([CH3:13])[C:7](=[O:12])[N:8]2[CH3:11])=[CH:4][CH:3]=1.[CH3:15][N:16]1[CH:20]=[C:19](B2OC(C)(C)C(C)(C)O2)[CH:18]=[N:17]1.C(=O)([O-])[O-].[Na+].[Na+].C1(P(C2C=CC=CC=2)C2C=CC=CC=2)C=CC=CC=1, predict the reaction product. The product is: [CH3:11][N:8]1[C:9]2[C:5](=[CH:4][CH:3]=[C:2]([C:19]3[CH:18]=[N:17][N:16]([CH3:15])[CH:20]=3)[CH:10]=2)[C:6]([CH3:14])([CH3:13])[C:7]1=[O:12]. (8) Given the reactants Cl[C:2]1[S:6][C:5]([C:7](=[O:9])[CH3:8])=[CH:4][C:3]=1[N+:10]([O-:12])=[O:11].[N:13]1[C:22]2[C:17](=[CH:18][CH:19]=[CH:20][CH:21]=2)[N:16]=[CH:15][C:14]=1[SH:23], predict the reaction product. The product is: [N+:10]([C:3]1[CH:4]=[C:5]([C:7](=[O:9])[CH3:8])[S:6][C:2]=1[S:23][C:14]1[CH:15]=[N:16][C:17]2[C:22](=[CH:21][CH:20]=[CH:19][CH:18]=2)[N:13]=1)([O-:12])=[O:11]. (9) Given the reactants [NH2:1][C:2]1[CH:3]=[C:4]([CH:8]=[CH:9][CH:10]=1)[C:5]([OH:7])=[O:6].S(Cl)([Cl:13])=O.[CH3:15]O, predict the reaction product. The product is: [ClH:13].[NH2:1][C:2]1[CH:3]=[C:4]([CH:8]=[CH:9][CH:10]=1)[C:5]([O:7][CH3:15])=[O:6]. (10) Given the reactants [F:1][C:2]([F:13])([F:12])[C:3]1[CH:11]=[CH:10][C:6]([C:7]([OH:9])=[O:8])=[CH:5][CH:4]=1.[OH-].[Na+:15], predict the reaction product. The product is: [F:1][C:2]([F:12])([F:13])[C:3]1[CH:11]=[CH:10][C:6]([C:7]([O-:9])=[O:8])=[CH:5][CH:4]=1.[Na+:15].